Dataset: CYP3A4 inhibition data for predicting drug metabolism from PubChem BioAssay. Task: Regression/Classification. Given a drug SMILES string, predict its absorption, distribution, metabolism, or excretion properties. Task type varies by dataset: regression for continuous measurements (e.g., permeability, clearance, half-life) or binary classification for categorical outcomes (e.g., BBB penetration, CYP inhibition). Dataset: cyp3a4_veith. (1) The compound is C=C(C)CN(CC#N)CC(=C)C. The result is 0 (non-inhibitor). (2) The drug is CC1(C)Cc2c(ccc3ccccc23)C(=O)N1. The result is 0 (non-inhibitor). (3) The compound is C[N+]1(C)[C@H]2CC[C@@H]1CC(OC(=O)c1c[nH]c3ccccc13)C2. The result is 1 (inhibitor). (4) The molecule is CCCNC(=O)OC[C@@H]1O[C@H](CCO/N=C(\C)CCN2CCc3nc(CC)c(CC)cc3C2)C=C[C@@H]1Oc1ccc(OC)cc1. The result is 1 (inhibitor). (5) The molecule is CC1(C)C(=O)C(c2ccccc2)=C2CN3C(=O)N(CCc4ccccc4)C(=O)C3(Cc3ccccc3)C=C21. The result is 1 (inhibitor).